From a dataset of Forward reaction prediction with 1.9M reactions from USPTO patents (1976-2016). Predict the product of the given reaction. (1) Given the reactants [Cl:1][C:2]1[CH:7]=[CH:6][CH:5]=[CH:4][C:3]=1[C:8]1[N:9]([C:18]2[CH:23]=[CH:22][C:21]([Cl:24])=[CH:20][CH:19]=2)[CH:10]=[C:11]([C:13]([O:15][CH2:16][CH3:17])=[O:14])[N:12]=1.C(Cl)[Cl:26], predict the reaction product. The product is: [Cl:26][C:10]1[N:9]([C:18]2[CH:19]=[CH:20][C:21]([Cl:24])=[CH:22][CH:23]=2)[C:8]([C:3]2[CH:4]=[CH:5][CH:6]=[CH:7][C:2]=2[Cl:1])=[N:12][C:11]=1[C:13]([O:15][CH2:16][CH3:17])=[O:14]. (2) Given the reactants [NH2:1][C:2]1[N:6]([CH3:7])[C:5](=[O:8])[C:4]([C:16]2[CH:21]=[CH:20][CH:19]=[C:18](Br)[CH:17]=2)([C:9]2[CH:13]=[CH:12][N:11]([CH2:14][CH3:15])[CH:10]=2)[N:3]=1.[N:23]1[CH:28]=[C:27](B(O)O)[CH:26]=[N:25][CH:24]=1.C(=O)([O-])[O-].[Na+].[Na+], predict the reaction product. The product is: [NH2:1][C:2]1[N:6]([CH3:7])[C:5](=[O:8])[C:4]([C:9]2[CH:13]=[CH:12][N:11]([CH2:14][CH3:15])[CH:10]=2)([C:16]2[CH:21]=[CH:20][CH:19]=[C:18]([C:27]3[CH:28]=[N:23][CH:24]=[N:25][CH:26]=3)[CH:17]=2)[N:3]=1. (3) Given the reactants [Li]CCCC.S1C2C=CC=CC=2N=C1.C1(NC([C:24]2[CH:60]=[CH:59][C:27]3[N:28]=[C:29]([C:31](=[O:58])[C@@H:32]([NH:41][C:42](=[O:57])[C@@H:43]([NH:48][C:49]([N:51]4[CH2:56][CH2:55][O:54][CH2:53][CH2:52]4)=[O:50])[CH2:44][CH:45]([CH3:47])[CH3:46])[CH2:33][CH2:34][C:35]4[CH:40]=[CH:39][CH:38]=[CH:37][CH:36]=4)[S:30][C:26]=3[CH:25]=2)=O)C=CC=CC=1, predict the reaction product. The product is: [S:30]1[C:26]2[CH:25]=[CH:24][CH:60]=[CH:59][C:27]=2[N:28]=[C:29]1[C:31]([C@@H:32]([NH:41][C:42]([C@@H:43]([NH:48][C:49]([N:51]1[CH2:56][CH2:55][O:54][CH2:53][CH2:52]1)=[O:50])[CH2:44][CH:45]([CH3:47])[CH3:46])=[O:57])[CH2:33][CH2:34][C:35]1[CH:36]=[CH:37][CH:38]=[CH:39][CH:40]=1)=[O:58]. (4) Given the reactants [CH3:1][O:2][C:3]1[CH:10]=[C:9]([O:11][CH3:12])[C:6]([CH:7]=O)=[C:5]([OH:13])[CH:4]=1.[C:14]([C:18]1[CH:23]=[CH:22][C:21]([C:24](=[O:30])[CH2:25][C:26](OC)=[O:27])=[CH:20][CH:19]=1)([CH3:17])([CH3:16])[CH3:15].N1CCCCC1, predict the reaction product. The product is: [C:14]([C:18]1[CH:23]=[CH:22][C:21]([C:24]([C:25]2[C:26](=[O:27])[O:13][C:5]3[C:6]([CH:7]=2)=[C:9]([O:11][CH3:12])[CH:10]=[C:3]([O:2][CH3:1])[CH:4]=3)=[O:30])=[CH:20][CH:19]=1)([CH3:17])([CH3:15])[CH3:16]. (5) Given the reactants C1C=CC2N(O)N=NC=2C=1.[CH3:11][O:12][C:13]1[C:18]([C:19]2[CH:24]=[CH:23][C:22]([S:25](=[O:28])(=[O:27])[NH2:26])=[CH:21][CH:20]=2)=[CH:17][C:16]([C:29]2[S:33][C:32]([C:34](O)=[O:35])=[N:31][C:30]=2[CH3:37])=[CH:15][CH:14]=1.Cl.[CH3:39][NH:40][O:41][CH3:42].C(Cl)CCl.C(N(CC)CC)C, predict the reaction product. The product is: [CH3:42][O:41][N:40]([CH3:39])[C:34]([C:32]1[S:33][C:29]([C:16]2[CH:17]=[C:18]([C:19]3[CH:20]=[CH:21][C:22]([S:25](=[O:28])(=[O:27])[NH2:26])=[CH:23][CH:24]=3)[C:13]([O:12][CH3:11])=[CH:14][CH:15]=2)=[C:30]([CH3:37])[N:31]=1)=[O:35]. (6) The product is: [NH2:12][CH2:11][C:7]1[CH:8]=[C:9]2[C:4](=[CH:5][CH:6]=1)[NH:3][C:2](=[O:1])[CH2:10]2. Given the reactants [O:1]=[C:2]1[CH2:10][C:9]2[C:4](=[CH:5][CH:6]=[C:7]([C:11]#[N:12])[CH:8]=2)[NH:3]1.Cl.[H][H], predict the reaction product.